Dataset: Forward reaction prediction with 1.9M reactions from USPTO patents (1976-2016). Task: Predict the product of the given reaction. (1) Given the reactants [C:1]([NH:9][C:10](=[CH:15]N(C)C)[C:11]([O:13][CH3:14])=[O:12])(=[O:8])[C:2]1[CH:7]=[CH:6][CH:5]=[CH:4][CH:3]=1.[C:19]1([NH:25][C:26]2[CH:31]=[CH:30][CH:29]=[CH:28][CH:27]=2)[CH:24]=[CH:23][CH:22]=[CH:21][CH:20]=1.Cl, predict the reaction product. The product is: [C:1]([NH:9][C:10](=[CH:15][N:25]([C:19]1[CH:20]=[CH:21][CH:22]=[CH:23][CH:24]=1)[C:26]1[CH:27]=[CH:28][CH:29]=[CH:30][CH:31]=1)[C:11]([O:13][CH3:14])=[O:12])(=[O:8])[C:2]1[CH:7]=[CH:6][CH:5]=[CH:4][CH:3]=1. (2) Given the reactants C([O:8][C:9]1[CH:18]=[C:17]2[C:12]([C:13]([NH:19][C:20]3[CH:25]=[CH:24][C:23]([Br:26])=[CH:22][C:21]=3[F:27])=[N:14][CH:15]=[N:16]2)=[CH:11][C:10]=1[O:28][CH3:29])C1C=CC=CC=1, predict the reaction product. The product is: [Br:26][C:23]1[CH:24]=[CH:25][C:20]([NH:19][C:13]2[C:12]3[C:17](=[CH:18][C:9]([OH:8])=[C:10]([O:28][CH3:29])[CH:11]=3)[N:16]=[CH:15][N:14]=2)=[C:21]([F:27])[CH:22]=1.